This data is from Forward reaction prediction with 1.9M reactions from USPTO patents (1976-2016). The task is: Predict the product of the given reaction. The product is: [CH3:5][O:6][CH2:7][O:8][C:9]1[CH:16]=[CH:15][C:12](/[CH:13]=[C:18](\[CH2:19][O:4][CH3:3])/[C:17]([OH:21])=[O:20])=[CH:11][CH:10]=1. Given the reactants [H-].[Na+].[CH3:3][OH:4].[CH3:5][O:6][CH2:7][O:8][C:9]1[CH:16]=[CH:15][C:12]([CH:13]=O)=[CH:11][CH:10]=1.[C:17]([O:21]C)(=[O:20])[CH:18]=[CH2:19], predict the reaction product.